From a dataset of Catalyst prediction with 721,799 reactions and 888 catalyst types from USPTO. Predict which catalyst facilitates the given reaction. (1) Reactant: C(OC(=O)[NH:7][C:8]1[CH:13]=[C:12]([O:14][CH2:15][CH2:16][CH3:17])[C:11]([C:18]([F:21])([F:20])[F:19])=[CH:10][C:9]=1[NH:22][C:23](=[O:42])[CH2:24][C:25]([C:27]1[CH:32]=[CH:31][CH:30]=[C:29]([C:33]2[CH:34]=[N:35][C:36]([CH:39]3[CH2:41][CH2:40]3)=[CH:37][CH:38]=2)[CH:28]=1)=O)(C)(C)C.C(O)(C(F)(F)F)=O. Product: [CH:39]1([C:36]2[N:35]=[CH:34][C:33]([C:29]3[CH:28]=[C:27]([C:25]4[CH2:24][C:23](=[O:42])[NH:22][C:9]5[CH:10]=[C:11]([C:18]([F:19])([F:20])[F:21])[C:12]([O:14][CH2:15][CH2:16][CH3:17])=[CH:13][C:8]=5[N:7]=4)[CH:32]=[CH:31][CH:30]=3)=[CH:38][CH:37]=2)[CH2:40][CH2:41]1. The catalyst class is: 2. (2) Reactant: CCN(S(F)(F)[F:7])CC.[Br:10][C:11]1[CH:12]=[CH:13][C:14]([O:20][CH:21]([F:23])[F:22])=[C:15]([CH2:17][CH2:18]O)[CH:16]=1. Product: [Br:10][C:11]1[CH:12]=[CH:13][C:14]([O:20][CH:21]([F:23])[F:22])=[C:15]([CH2:17][CH2:18][F:7])[CH:16]=1. The catalyst class is: 4.